Task: Regression. Given a peptide amino acid sequence and an MHC pseudo amino acid sequence, predict their binding affinity value. This is MHC class I binding data.. Dataset: Peptide-MHC class I binding affinity with 185,985 pairs from IEDB/IMGT (1) The peptide sequence is HKELAITAL. The MHC is HLA-A23:01 with pseudo-sequence HLA-A23:01. The binding affinity (normalized) is 0.0847. (2) The peptide sequence is RLFFIDWEY. The MHC is HLA-B07:02 with pseudo-sequence HLA-B07:02. The binding affinity (normalized) is 0.0847. (3) The MHC is HLA-B08:01 with pseudo-sequence HLA-B08:01. The binding affinity (normalized) is 0.0847. The peptide sequence is RRQGNIYPK. (4) The peptide sequence is ALNFPGSQK. The binding affinity (normalized) is 0.149. The MHC is HLA-A33:01 with pseudo-sequence HLA-A33:01. (5) The peptide sequence is MPSLTLACL. The MHC is HLA-B54:01 with pseudo-sequence HLA-B54:01. The binding affinity (normalized) is 0.424. (6) The peptide sequence is QTVEDEARR. The MHC is HLA-A02:06 with pseudo-sequence HLA-A02:06. The binding affinity (normalized) is 0.0335.